This data is from Reaction yield outcomes from USPTO patents with 853,638 reactions. The task is: Predict the reaction yield, written as a fraction of the theoretical maximum amount of product (1.0 means a 100% yield; for example, 0.34 means a 34% yield). (1) The reactants are O1CCCCC1[N:7]1[C:15]2[C:10](=[CH:11][C:12]([C:16]3[N:20]=[CH:19][N:18](C(C4C=CC=CC=4)(C4C=CC=CC=4)C4C=CC=CC=4)[N:17]=3)=[CH:13][CH:14]=2)[C:9]([C:40]2[CH:41]=[C:42]([NH:46][C:47](=[O:56])[CH:48]([CH:50]3[CH2:55][CH2:54][CH2:53][NH:52][CH2:51]3)[CH3:49])[CH:43]=[CH:44][CH:45]=2)=[N:8]1.Cl.C([O-])(O)=O.[Na+]. The catalyst is O1CCOCC1. The product is [NH:18]1[CH:19]=[N:20][C:16]([C:12]2[CH:11]=[C:10]3[C:15](=[CH:14][CH:13]=2)[NH:7][N:8]=[C:9]3[C:40]2[CH:41]=[C:42]([NH:46][C:47](=[O:56])[CH:48]([CH:50]3[CH2:55][CH2:54][CH2:53][NH:52][CH2:51]3)[CH3:49])[CH:43]=[CH:44][CH:45]=2)=[N:17]1. The yield is 0.380. (2) The reactants are [NH2:1][C:2]([C:4]1[S:8][C:7]([C:9]2[CH:10]=[C:11]3[C:16](=[CH:17][CH:18]=2)[C:15](=[O:19])[N:14]([CH2:20][CH:21]([CH3:23])[CH3:22])[C:13]([CH2:24][NH:25]C(=O)OC(C)(C)C)=[C:12]3[C:33]2[CH:38]=[CH:37][CH:36]=[CH:35][CH:34]=2)=[N:6][C:5]=1[CH3:39])=[O:3].[ClH:40]. The catalyst is C(OCC)(=O)C. The product is [ClH:40].[NH2:25][CH2:24][C:13]1[N:14]([CH2:20][CH:21]([CH3:23])[CH3:22])[C:15](=[O:19])[C:16]2[C:11]([C:12]=1[C:33]1[CH:34]=[CH:35][CH:36]=[CH:37][CH:38]=1)=[CH:10][C:9]([C:7]1[S:8][C:4]([C:2]([NH2:1])=[O:3])=[C:5]([CH3:39])[N:6]=1)=[CH:18][CH:17]=2. The yield is 0.917.